Binary Classification. Given a miRNA mature sequence and a target amino acid sequence, predict their likelihood of interaction. From a dataset of Experimentally validated miRNA-target interactions with 360,000+ pairs, plus equal number of negative samples. (1) The miRNA is mmu-miR-592-5p with sequence AUUGUGUCAAUAUGCGAUGAUGU. The protein sequence of the target gene is MAERPEDLNLPNAVITRIIKEALPDGVNISKEARSAISRAASVFVLYATSCANNFAMKGKRKTLNASDVLSAMEEMEFQRFVTPLKEALEAYRREQKGKKEASEQKKKDKDKKTDSEEQDKSRDEDNDEDEERLEEEEQNEEEEVDN. Result: 0 (no interaction). (2) The miRNA is hsa-miR-196b-3p with sequence UCGACAGCACGACACUGCCUUC. The protein sequence of the target gene is MSVPSSLSQSAINANSHGGPALSLPLPLHAAHNQLLNAKLQATAVGPKDLRSAMGEGGGPEPGPANAKWLKEGQNQLRRAATAHRDQNRNVTLTLAEEASQEPEMAPLGPKGLIHLYSELELSAHNAANRGLRGPGLIISTQEQGPDEGEEKAAGEAEEEEEDDDDEEEEEDLSSPPGLPEPLESVEAPPRPQALTDGPREHSKSASLLFGMRNSAASDEDSSWATLSQGSPSYGSPEDTDSFWNPNAFETDSDLPAGWMRVQDTSGTYYWHIPTGTTQWEPPGRASPSQGSSPQEESQL.... Result: 0 (no interaction).